Task: Predict the product of the given reaction.. Dataset: Forward reaction prediction with 1.9M reactions from USPTO patents (1976-2016) Given the reactants [F:1][C:2]([F:13])([F:12])[C:3]1[CH:11]=[CH:10][CH:9]=[CH:8][C:4]=1[C:5]([NH2:7])=[O:6].C(Cl)(=O)[C:15](Cl)=[O:16], predict the reaction product. The product is: [F:1][C:2]([F:12])([F:13])[C:3]1[CH:11]=[CH:10][CH:9]=[CH:8][C:4]=1[C:5]([N:7]=[C:15]=[O:16])=[O:6].